From a dataset of Full USPTO retrosynthesis dataset with 1.9M reactions from patents (1976-2016). Predict the reactants needed to synthesize the given product. The reactants are: [CH3:1][N:2]1[CH2:15][CH2:14][C:5]2[NH:6][C:7]3[CH:8]=[CH:9][C:10]([CH3:13])=[CH:11][C:12]=3[C:4]=2[CH2:3]1.Br[C:17]1[CH:18]=[CH:19][CH:20]=[C:21]2[C:26]=1[CH:25]=[N:24][CH:23]=[CH:22]2.P([O-])([O-])([O-])=O.[K+].[K+].[K+].N1CCC[C@H]1C(O)=O. Given the product [CH:25]1[C:26]2[C:21](=[CH:20][CH:19]=[CH:18][C:17]=2[N:6]2[C:7]3[CH:8]=[CH:9][C:10]([CH3:13])=[CH:11][C:12]=3[C:4]3[CH2:3][N:2]([CH3:1])[CH2:15][CH2:14][C:5]2=3)[CH:22]=[CH:23][N:24]=1, predict the reactants needed to synthesize it.